This data is from Reaction yield outcomes from USPTO patents with 853,638 reactions. The task is: Predict the reaction yield, written as a fraction of the theoretical maximum amount of product (1.0 means a 100% yield; for example, 0.34 means a 34% yield). (1) The reactants are C(OC([NH:8][C@@:9]1([C:18]([OH:20])=O)[CH2:11][C@@H:10]1[C:12]1[CH:17]=[CH:16][CH:15]=[CH:14][CH:13]=1)=O)(C)(C)C.[CH2:21]([NH2:24])[CH2:22][CH3:23].F[P-](F)(F)(F)(F)F.N1(OC(N(C)C)=[N+](C)C)C2N=CC=CC=2N=N1.[F:49][C:50]([F:55])([F:54])[C:51]([OH:53])=[O:52]. No catalyst specified. The product is [F:49][C:50]([F:55])([F:54])[C:51]([OH:53])=[O:52].[NH2:8][C@@:9]1([C:18]([NH:24][CH2:21][CH2:22][CH3:23])=[O:20])[CH2:11][C@@H:10]1[C:12]1[CH:13]=[CH:14][CH:15]=[CH:16][CH:17]=1. The yield is 0.850. (2) The reactants are [CH:1]1([OH:8])[CH2:6][CH2:5][CH:4]([OH:7])[CH2:3][CH2:2]1.N1C=CN=C1.[C:14]([Si:18](Cl)([C:25]1[CH:30]=[CH:29][CH:28]=[CH:27][CH:26]=1)[C:19]1[CH:24]=[CH:23][CH:22]=[CH:21][CH:20]=1)([CH3:17])([CH3:16])[CH3:15]. The catalyst is O1CCOCC1. The product is [Si:18]([O:7][CH:4]1[CH2:5][CH2:6][CH:1]([OH:8])[CH2:2][CH2:3]1)([C:14]([CH3:17])([CH3:16])[CH3:15])([C:25]1[CH:26]=[CH:27][CH:28]=[CH:29][CH:30]=1)[C:19]1[CH:24]=[CH:23][CH:22]=[CH:21][CH:20]=1. The yield is 0.540.